From a dataset of Forward reaction prediction with 1.9M reactions from USPTO patents (1976-2016). Predict the product of the given reaction. (1) Given the reactants Cl[C:2]1[CH:7]=[CH:6][N:5]2[C:8]([C:11]([NH:13][C:14]3[CH:22]=[CH:21][CH:20]=[C:19]4[C:15]=3[C:16]([CH:31]3[CH2:33][CH2:32]3)=[N:17][N:18]4[CH2:23][C:24]3[CH:29]=[CH:28][CH:27]=[C:26]([CH3:30])[N:25]=3)=[O:12])=[CH:9][N:10]=[C:4]2[CH:3]=1.[CH:34]([O:36][CH2:37][CH2:38][O:39][CH2:40][CH2:41][OH:42])=[CH2:35].[OH-].[K+].[Na+].[Cl-], predict the reaction product. The product is: [CH:31]1([C:16]2[C:15]3[C:19](=[CH:20][CH:21]=[CH:22][C:14]=3[NH:13][C:11]([C:8]3[N:5]4[CH:6]=[CH:7][C:2]([O:42][CH2:41][CH2:40][O:39][CH2:38][CH2:37][O:36][CH:34]=[CH2:35])=[CH:3][C:4]4=[N:10][CH:9]=3)=[O:12])[N:18]([CH2:23][C:24]3[CH:29]=[CH:28][CH:27]=[C:26]([CH3:30])[N:25]=3)[N:17]=2)[CH2:33][CH2:32]1. (2) Given the reactants Cl.[I:2][C:3]1[CH:4]=[C:5]2[C:10](=[CH:11][CH:12]=1)[N:9]([CH2:13][CH:14]1[CH2:18][CH2:17][NH:16][CH2:15]1)[CH:8]=[C:7]([C:19]([O:21][CH2:22][CH3:23])=[O:20])[C:6]2=[O:24].[CH2:25](Cl)[CH:26]1[O:30][CH2:29][CH2:28][CH2:27]1.C(=O)([O-])[O-].[K+].[K+].O, predict the reaction product. The product is: [I:2][C:3]1[CH:4]=[C:5]2[C:10](=[CH:11][CH:12]=1)[N:9]([CH2:13][CH:14]1[CH2:18][CH2:17][N:16]([CH2:25][CH:26]3[CH2:27][CH2:28][CH2:29][O:30]3)[CH2:15]1)[CH:8]=[C:7]([C:19]([O:21][CH2:22][CH3:23])=[O:20])[C:6]2=[O:24]. (3) Given the reactants [OH:1][S:2]([OH:5])(=[O:4])=[O:3].[O:6]=[S:7](=[O:9])=[O:8].[Br:10][Br:11], predict the reaction product. The product is: [Br:10][Br:11].[OH:4][S:2]([OH:5])(=[O:3])=[O:1].[O:6]=[S:7](=[O:9])=[O:8]. (4) Given the reactants [N+:1]([C:4]1[CH:5]=[CH:6][C:7]([O:10][CH2:11][C:12]2[CH:17]=[CH:16][CH:15]=[CH:14][CH:13]=2)=[N:8][CH:9]=1)([O-])=O.[OH-].[Na+], predict the reaction product. The product is: [C:12]1([CH2:11][O:10][C:7]2[N:8]=[CH:9][C:4]([NH2:1])=[CH:5][CH:6]=2)[CH:13]=[CH:14][CH:15]=[CH:16][CH:17]=1. (5) Given the reactants [NH2:1][C:2]1[CH:10]=[C:9]([F:11])[CH:8]=[CH:7][C:3]=1[C:4]([NH2:6])=O.O, predict the reaction product. The product is: [NH2:6][CH2:4][C:3]1[CH:7]=[CH:8][C:9]([F:11])=[CH:10][C:2]=1[NH2:1]. (6) Given the reactants [Br-].C1(=O)N(CCCCCC[P+](C2C=CC=CC=2)(C2C=CC=CC=2)C2C=CC=CC=2)[C:5](=[O:32])[C:4]2=CC=CC=C12.[CH3:38][C:39](C)([O-:41])C.[K+].[C:44]1([C:52]2[CH:57]=CC=C[CH:53]=2)C=CC(C=O)=[CH:46][CH:45]=1.O, predict the reaction product. The product is: [C:39]([O:32][CH2:5][CH3:4])(=[O:41])[CH3:38].[CH3:46][CH2:45][CH2:44][CH:52]([CH3:57])[CH3:53]. (7) Given the reactants [OH:1][C:2]1[CH:7]=[C:6]([OH:8])[CH:5]=[CH:4][C:3]=1[N:9]1[CH:13]=[CH:12][C:11]([C:14]([O:16][CH3:17])=[O:15])=[N:10]1.[CH3:18][O:19][CH2:20][CH2:21][O:22][CH2:23][CH2:24]O.C1C=CC(P(C2C=CC=CC=2)C2C=CC=CC=2)=CC=1.CCOC(/N=N/C(OCC)=O)=O, predict the reaction product. The product is: [OH:1][C:2]1[CH:7]=[C:6]([O:8][CH2:24][CH2:23][O:22][CH2:21][CH2:20][O:19][CH3:18])[CH:5]=[CH:4][C:3]=1[N:9]1[CH:13]=[CH:12][C:11]([C:14]([O:16][CH3:17])=[O:15])=[N:10]1.